From a dataset of Full USPTO retrosynthesis dataset with 1.9M reactions from patents (1976-2016). Predict the reactants needed to synthesize the given product. The reactants are: [CH2:1]([O:3][C:4]([C:6]1[C:11]([NH2:12])=[N:10]C(C(F)(F)F)=C[N:7]=1)=[O:5])[CH3:2].C([O:19]C(=O)C(N)C(=N)N)C.C(C(C(F)(F)F)=O)=O.C([O-])(=O)C.[Na+]. Given the product [CH2:1]([O:3][C:4](=[O:5])[CH:6]([C:11](=[NH:10])[NH2:12])[N:7]=[O:19])[CH3:2], predict the reactants needed to synthesize it.